Task: Predict the reaction yield, written as a fraction of the theoretical maximum amount of product (1.0 means a 100% yield; for example, 0.34 means a 34% yield).. Dataset: Reaction yield outcomes from USPTO patents with 853,638 reactions (1) The reactants are [CH2:1]([O:8][C:9](=[O:22])[NH:10][C@@H:11]1[CH2:14][C@H:13]([C:15]2[N:19]=[CH:18][NH:17][N:16]=2)[C:12]1([CH3:21])[CH3:20])[C:2]1[CH:7]=[CH:6][CH:5]=[CH:4][CH:3]=1.[O:23]1[CH:28]=[CH:27][CH2:26][CH2:25][CH2:24]1.CC1C=CC(S([O-])(=O)=O)=CC=1.[NH+]1C=CC=CC=1. The catalyst is C(Cl)Cl. The product is [CH2:1]([O:8][C:9](=[O:22])[NH:10][C@@H:11]1[CH2:14][C@H:13]([C:15]2[N:19]=[CH:18][N:17]([CH:24]3[CH2:25][CH2:26][CH2:27][CH2:28][O:23]3)[N:16]=2)[C:12]1([CH3:20])[CH3:21])[C:2]1[CH:7]=[CH:6][CH:5]=[CH:4][CH:3]=1. The yield is 0.900. (2) The reactants are [CH3:1][S:2]([C:5]1[CH:10]=[CH:9][CH:8]=[CH:7][C:6]=1[OH:11])(=[O:4])=[O:3].[H-].[Na+].[Cl:14][C:15]1[CH:31]=[C:30]([Cl:32])[CH:29]=[CH:28][C:16]=1[CH2:17][NH:18][C:19](=[O:27])[C:20]1[CH:25]=[CH:24][C:23](F)=[N:22][CH:21]=1. The catalyst is CN(C)C(=O)C. The product is [Cl:14][C:15]1[CH:31]=[C:30]([Cl:32])[CH:29]=[CH:28][C:16]=1[CH2:17][NH:18][C:19](=[O:27])[C:20]1[CH:25]=[CH:24][C:23]([O:11][C:6]2[CH:7]=[CH:8][CH:9]=[CH:10][C:5]=2[S:2]([CH3:1])(=[O:3])=[O:4])=[N:22][CH:21]=1. The yield is 0.250. (3) The reactants are [C:1]1([N:11]2[CH2:16][CH2:15][NH:14][CH2:13][CH2:12]2)[C:10]2[C:5](=[CH:6][CH:7]=[CH:8][CH:9]=2)[CH:4]=[CH:3][CH:2]=1.Br[CH2:18][CH2:19][C:20]1[CH:29]=[CH:28][C:23]2[NH:24][C:25](=[O:27])[O:26][C:22]=2[CH:21]=1.C(N(CC)CC)C.[I-].[Na+]. The catalyst is C(O)C. The product is [C:1]1([N:11]2[CH2:16][CH2:15][N:14]([CH2:18][CH2:19][C:20]3[CH:29]=[CH:28][C:23]4[NH:24][C:25](=[O:27])[O:26][C:22]=4[CH:21]=3)[CH2:13][CH2:12]2)[C:10]2[C:5](=[CH:6][CH:7]=[CH:8][CH:9]=2)[CH:4]=[CH:3][CH:2]=1. The yield is 0.230.